This data is from NCI-60 drug combinations with 297,098 pairs across 59 cell lines. The task is: Regression. Given two drug SMILES strings and cell line genomic features, predict the synergy score measuring deviation from expected non-interaction effect. (1) Drug 1: CC12CCC3C(C1CCC2O)C(CC4=C3C=CC(=C4)O)CCCCCCCCCS(=O)CCCC(C(F)(F)F)(F)F. Drug 2: CC12CCC3C(C1CCC2OP(=O)(O)O)CCC4=C3C=CC(=C4)OC(=O)N(CCCl)CCCl.[Na+]. Cell line: LOX IMVI. Synergy scores: CSS=-0.961, Synergy_ZIP=4.69, Synergy_Bliss=4.88, Synergy_Loewe=-1.78, Synergy_HSA=-1.83. (2) Drug 1: CS(=O)(=O)C1=CC(=C(C=C1)C(=O)NC2=CC(=C(C=C2)Cl)C3=CC=CC=N3)Cl. Drug 2: CC1=C(C=C(C=C1)NC2=NC=CC(=N2)N(C)C3=CC4=NN(C(=C4C=C3)C)C)S(=O)(=O)N.Cl. Cell line: T-47D. Synergy scores: CSS=13.7, Synergy_ZIP=9.53, Synergy_Bliss=14.8, Synergy_Loewe=9.72, Synergy_HSA=13.8. (3) Drug 1: CCC1=CC2CC(C3=C(CN(C2)C1)C4=CC=CC=C4N3)(C5=C(C=C6C(=C5)C78CCN9C7C(C=CC9)(C(C(C8N6C)(C(=O)OC)O)OC(=O)C)CC)OC)C(=O)OC.C(C(C(=O)O)O)(C(=O)O)O. Drug 2: CCN(CC)CCNC(=O)C1=C(NC(=C1C)C=C2C3=C(C=CC(=C3)F)NC2=O)C. Cell line: UACC62. Synergy scores: CSS=51.0, Synergy_ZIP=2.74, Synergy_Bliss=5.52, Synergy_Loewe=-7.91, Synergy_HSA=6.05. (4) Drug 1: CC1=CC2C(CCC3(C2CCC3(C(=O)C)OC(=O)C)C)C4(C1=CC(=O)CC4)C. Drug 2: C1=C(C(=O)NC(=O)N1)F. Cell line: COLO 205. Synergy scores: CSS=65.1, Synergy_ZIP=2.67, Synergy_Bliss=0.714, Synergy_Loewe=-3.11, Synergy_HSA=0.137. (5) Drug 1: COC1=C(C=C2C(=C1)N=CN=C2NC3=CC(=C(C=C3)F)Cl)OCCCN4CCOCC4. Drug 2: B(C(CC(C)C)NC(=O)C(CC1=CC=CC=C1)NC(=O)C2=NC=CN=C2)(O)O. Cell line: MCF7. Synergy scores: CSS=8.12, Synergy_ZIP=-3.18, Synergy_Bliss=-0.626, Synergy_Loewe=-0.482, Synergy_HSA=-0.973. (6) Drug 1: CC12CCC3C(C1CCC2=O)CC(=C)C4=CC(=O)C=CC34C. Drug 2: CC1OCC2C(O1)C(C(C(O2)OC3C4COC(=O)C4C(C5=CC6=C(C=C35)OCO6)C7=CC(=C(C(=C7)OC)O)OC)O)O. Cell line: OVCAR3. Synergy scores: CSS=49.7, Synergy_ZIP=4.42, Synergy_Bliss=5.72, Synergy_Loewe=0.454, Synergy_HSA=6.06. (7) Drug 1: CNC(=O)C1=NC=CC(=C1)OC2=CC=C(C=C2)NC(=O)NC3=CC(=C(C=C3)Cl)C(F)(F)F. Drug 2: CC1C(C(CC(O1)OC2CC(CC3=C2C(=C4C(=C3O)C(=O)C5=C(C4=O)C(=CC=C5)OC)O)(C(=O)CO)O)N)O.Cl. Cell line: HCC-2998. Synergy scores: CSS=40.3, Synergy_ZIP=-7.92, Synergy_Bliss=-13.4, Synergy_Loewe=-17.5, Synergy_HSA=-13.6. (8) Drug 1: C1CCN(CC1)CCOC2=CC=C(C=C2)C(=O)C3=C(SC4=C3C=CC(=C4)O)C5=CC=C(C=C5)O. Drug 2: C1CC(C1)(C(=O)O)C(=O)O.[NH2-].[NH2-].[Pt+2]. Cell line: PC-3. Synergy scores: CSS=17.4, Synergy_ZIP=-4.67, Synergy_Bliss=-0.467, Synergy_Loewe=0.521, Synergy_HSA=0.0371.